Dataset: Full USPTO retrosynthesis dataset with 1.9M reactions from patents (1976-2016). Task: Predict the reactants needed to synthesize the given product. (1) Given the product [CH3:28][N:29]([CH3:32])[CH:30]=[C:14]([C:11]1[CH:10]=[CH:9][C:8]([C:7]([F:6])([F:19])[F:18])=[CH:13][CH:12]=1)[CH:15]=[O:17], predict the reactants needed to synthesize it. The reactants are: P(Cl)(Cl)(Cl)=O.[F:6][C:7]([F:19])([F:18])[C:8]1[CH:13]=[CH:12][C:11]([CH2:14][C:15]([OH:17])=O)=[CH:10][CH:9]=1.C(=O)([O-])[O-].[K+].[K+].[OH-].[Na+].[CH3:28][N:29]([CH3:32])[CH:30]=O. (2) Given the product [Cl:28][C:29]1[CH:34]=[C:33]([C:2]2[CH:10]=[C:9]([C:11](=[O:27])[C:12]3[CH:17]=[CH:16][C:15]([N:18]([C:20]4[CH:25]=[CH:24][C:23]([Cl:26])=[CH:22][CH:21]=4)[CH3:19])=[CH:14][N:13]=3)[CH:8]=[C:4]([C:5]([OH:7])=[O:6])[CH:3]=2)[CH:32]=[CH:31][CH:30]=1, predict the reactants needed to synthesize it. The reactants are: I[C:2]1[CH:3]=[C:4]([CH:8]=[C:9]([C:11](=[O:27])[C:12]2[CH:17]=[CH:16][C:15]([N:18]([C:20]3[CH:25]=[CH:24][C:23]([Cl:26])=[CH:22][CH:21]=3)[CH3:19])=[CH:14][N:13]=2)[CH:10]=1)[C:5]([OH:7])=[O:6].[Cl:28][C:29]1[CH:30]=[C:31](B(O)O)[CH:32]=[CH:33][CH:34]=1.C1(C)C=CC=CC=1P(C1C=CC=CC=1C)C1C=CC=CC=1C.[O-]P([O-])([O-])=O.[K+].[K+].[K+].